This data is from Peptide-MHC class I binding affinity with 185,985 pairs from IEDB/IMGT. The task is: Regression. Given a peptide amino acid sequence and an MHC pseudo amino acid sequence, predict their binding affinity value. This is MHC class I binding data. (1) The peptide sequence is AETESATLF. The MHC is HLA-B51:01 with pseudo-sequence HLA-B51:01. The binding affinity (normalized) is 0.0847. (2) The peptide sequence is FANCNFTLV. The MHC is HLA-A02:01 with pseudo-sequence HLA-A02:01. The binding affinity (normalized) is 0.596. (3) The peptide sequence is IYDFYNAEY. The MHC is HLA-B48:01 with pseudo-sequence HLA-B48:01. The binding affinity (normalized) is 0.0847. (4) The MHC is HLA-A33:01 with pseudo-sequence HLA-A33:01. The peptide sequence is SAVIDALPR. The binding affinity (normalized) is 0.110. (5) The peptide sequence is TVIRFWHAM. The MHC is HLA-A02:03 with pseudo-sequence HLA-A02:03. The binding affinity (normalized) is 0.296. (6) The peptide sequence is SQVRVPTVF. The binding affinity (normalized) is 0.0847. The MHC is HLA-A02:11 with pseudo-sequence HLA-A02:11.